From a dataset of Full USPTO retrosynthesis dataset with 1.9M reactions from patents (1976-2016). Predict the reactants needed to synthesize the given product. Given the product [Br:1][C:2]1[CH:13]=[CH:12][CH:11]=[CH:10][C:3]=1[CH2:4][C@H:5]([NH:6][C:18](=[O:19])[C@H:17]([Br:16])[CH3:21])[C:7]([OH:9])=[O:8], predict the reactants needed to synthesize it. The reactants are: [Br:1][C:2]1[CH:13]=[CH:12][CH:11]=[CH:10][C:3]=1[CH2:4][C@@H:5]([C:7]([OH:9])=[O:8])[NH2:6].[OH-].[Na+].[Br:16][C@H:17]([CH3:21])[C:18](Cl)=[O:19].Cl.